This data is from Reaction yield outcomes from USPTO patents with 853,638 reactions. The task is: Predict the reaction yield, written as a fraction of the theoretical maximum amount of product (1.0 means a 100% yield; for example, 0.34 means a 34% yield). (1) The reactants are [CH3:1][N:2]([CH3:28])[CH2:3][CH2:4][C:5]1[C:10]([O:11][CH3:12])=[CH:9][C:8]([C:13]2[N:18]=[C:17]([NH:19]C(=O)C(C)(C)C)[CH:16]=[CH:15][CH:14]=2)=[C:7]([O:26][CH3:27])[CH:6]=1.[OH-].[Na+]. The catalyst is O1CCOCC1. The product is [CH3:28][N:2]([CH3:1])[CH2:3][CH2:4][C:5]1[C:10]([O:11][CH3:12])=[CH:9][C:8]([C:13]2[N:18]=[C:17]([NH2:19])[CH:16]=[CH:15][CH:14]=2)=[C:7]([O:26][CH3:27])[CH:6]=1. The yield is 1.00. (2) The product is [CH3:1][NH:2][CH2:26][C:23]1[CH:22]=[CH:21][C:20]([N:13]2[C:12](=[S:32])[N:11]([C:8]3[CH:9]=[CH:10][C:5]([C:3]#[N:4])=[C:6]([C:33]([F:36])([F:34])[F:35])[CH:7]=3)[C:18](=[O:19])[C:14]32[CH2:17][CH2:16][CH2:15]3)=[CH:25][CH:24]=1. The catalyst is C1COCC1. The reactants are [CH3:1][NH2:2].[C:3]([C:5]1[CH:10]=[CH:9][C:8]([N:11]2[C:18](=[O:19])[C:14]3([CH2:17][CH2:16][CH2:15]3)[N:13]([C:20]3[CH:25]=[CH:24][C:23]([CH2:26]OS(C)(=O)=O)=[CH:22][CH:21]=3)[C:12]2=[S:32])=[CH:7][C:6]=1[C:33]([F:36])([F:35])[F:34])#[N:4]. The yield is 0.820.